From a dataset of Reaction yield outcomes from USPTO patents with 853,638 reactions. Predict the reaction yield, written as a fraction of the theoretical maximum amount of product (1.0 means a 100% yield; for example, 0.34 means a 34% yield). (1) The reactants are [C:1]1([C:7]2[O:11][C:10]([C:12](OCC)=[O:13])=[C:9]([NH:17][C:18]([NH2:20])=[O:19])[CH:8]=2)[CH:6]=[CH:5][CH:4]=[CH:3][CH:2]=1.[OH-].[Na+].Cl. The catalyst is CO. The product is [C:1]1([C:7]2[O:11][C:10]3[C:12]([OH:13])=[N:20][C:18]([OH:19])=[N:17][C:9]=3[CH:8]=2)[CH:6]=[CH:5][CH:4]=[CH:3][CH:2]=1. The yield is 0.760. (2) The reactants are [CH3:1][C:2]1[N:3]([C@@H:11]([CH3:15])[C:12]([OH:14])=O)[CH:4]=[C:5]([C:7]([F:10])([F:9])[F:8])[N:6]=1.C(Cl)(=O)C(Cl)=O.[F:22][C:23]1[CH:28]=[CH:27][C:26]([N:29]2[C:37]3[CH2:36][CH2:35][CH2:34][NH:33][C:32]=3[CH:31]=[N:30]2)=[CH:25][CH:24]=1.CCN(CC)CC. The catalyst is C(Cl)Cl.CN(C=O)C. The product is [F:22][C:23]1[CH:24]=[CH:25][C:26]([N:29]2[C:37]3[CH2:36][CH2:35][CH2:34][N:33]([C:12](=[O:14])[C@@H:11]([N:3]4[CH:4]=[C:5]([C:7]([F:8])([F:9])[F:10])[N:6]=[C:2]4[CH3:1])[CH3:15])[C:32]=3[CH:31]=[N:30]2)=[CH:27][CH:28]=1. The yield is 0.440.